From a dataset of Peptide-MHC class II binding affinity with 134,281 pairs from IEDB. Regression. Given a peptide amino acid sequence and an MHC pseudo amino acid sequence, predict their binding affinity value. This is MHC class II binding data. (1) The peptide sequence is GMNPSHCNEMSWIQS. The MHC is DRB3_0101 with pseudo-sequence DRB3_0101. The binding affinity (normalized) is 0.0669. (2) The peptide sequence is GQHTLPRCWLIRNGS. The MHC is DRB1_0701 with pseudo-sequence DRB1_0701. The binding affinity (normalized) is 0.380. (3) The MHC is DRB1_0301 with pseudo-sequence DRB1_0301. The binding affinity (normalized) is 0.749. The peptide sequence is ISIVQMAPVSAMVRM. (4) The peptide sequence is ELNNALQNLARTISE. The MHC is DRB1_1602 with pseudo-sequence DRB1_1602. The binding affinity (normalized) is 0.524.